From a dataset of Reaction yield outcomes from USPTO patents with 853,638 reactions. Predict the reaction yield, written as a fraction of the theoretical maximum amount of product (1.0 means a 100% yield; for example, 0.34 means a 34% yield). (1) The reactants are [F:1][C:2]1[CH:3]=[C:4]2[C:8](=[CH:9][CH:10]=1)[NH:7][CH:6]=[C:5]2[CH:11]=[O:12].N1C2C(=CC=CC=2)C=[C:14]1C(OCC)=O. No catalyst specified. The product is [F:1][C:2]1[CH:3]=[C:4]2[C:8](=[CH:9][CH:10]=1)[N:7]([CH3:14])[CH:6]=[C:5]2[CH:11]=[O:12]. The yield is 0.500. (2) The product is [CH3:23][C:6]1[CH:7]=[N:8][C:9]2[C:4]([CH:5]=1)=[CH:3][CH:2]=[CH:11][C:10]=2[NH:12][S:19]([C:13]1[CH:18]=[CH:17][CH:16]=[CH:15][CH:14]=1)(=[O:21])=[O:20]. The catalyst is CN(C1C=CN=CC=1)C. The yield is 0.610. The reactants are C[C:2]1[CH:3]=[C:4]2[C:9](=[C:10]([NH2:12])[CH:11]=1)[N:8]=[CH:7][CH:6]=[CH:5]2.[C:13]1([S:19](Cl)(=[O:21])=[O:20])[CH:18]=[CH:17][CH:16]=[CH:15][CH:14]=1.[CH3:23]CCCCC. (3) The reactants are [Cl:1][C:2]1[CH:3]=[CH:4][C:5]2[N:6]([C:8]([CH:12]=[O:13])=[C:9]([CH3:11])[N:10]=2)[N:7]=1.[BH4-].[Na+]. The catalyst is CO. The product is [Cl:1][C:2]1[CH:3]=[CH:4][C:5]2[N:6]([C:8]([CH2:12][OH:13])=[C:9]([CH3:11])[N:10]=2)[N:7]=1. The yield is 0.940. (4) No catalyst specified. The yield is 0.430. The product is [F:1][C:2]1[CH:3]=[CH:4][CH:5]=[C:6]2[C:10]=1[N:9]([CH3:14])[CH:8]=[C:7]2[CH:11]=[O:12]. The reactants are [F:1][C:2]1[CH:3]=[CH:4][CH:5]=[C:6]2[C:10]=1[NH:9][CH:8]=[C:7]2[CH:11]=[O:12].N1C2C(=CC=CC=2)C=[C:14]1C(OCC)=O. (5) The reactants are [C:1]([N:5]([CH2:10][C@H:11]([C:13]1[CH:18]=[CH:17][C:16]([Cl:19])=[CH:15][CH:14]=1)O)[CH2:6][CH2:7][C:8]#[N:9])([CH3:4])([CH3:3])[CH3:2].CCOP(Cl)(OCC)=O.[Li+].C[Si]([N-][Si](C)(C)C)(C)C.O. The catalyst is C1COCC1. The product is [C:1]([N:5]1[CH2:10][C@@H:11]([C:13]2[CH:18]=[CH:17][C:16]([Cl:19])=[CH:15][CH:14]=2)[C@@H:7]([C:8]#[N:9])[CH2:6]1)([CH3:4])([CH3:3])[CH3:2]. The yield is 0.107.